Dataset: Reaction yield outcomes from USPTO patents with 853,638 reactions. Task: Predict the reaction yield, written as a fraction of the theoretical maximum amount of product (1.0 means a 100% yield; for example, 0.34 means a 34% yield). The reactants are [Cl:1][C:2]1[CH:3]=[CH:4][C:5]([NH:8][C:9](=[O:24])[C:10]2[CH:15]=[CH:14][CH:13]=[CH:12][C:11]=2[NH:16][CH2:17][CH:18]2[CH2:23][CH2:22][NH:21][CH2:20][CH2:19]2)=[N:6][CH:7]=1.Cl[C:26]1[CH:31]=[CH:30][N:29]=[C:28]([C:32]#[N:33])[CH:27]=1.C(N(CC)CC)C. The catalyst is C(O)C. The product is [Cl:1][C:2]1[CH:3]=[CH:4][C:5]([NH:8][C:9](=[O:24])[C:10]2[CH:15]=[CH:14][CH:13]=[CH:12][C:11]=2[NH:16][CH2:17][CH:18]2[CH2:19][CH2:20][N:21]([C:26]3[CH:31]=[CH:30][N:29]=[C:28]([C:32]#[N:33])[CH:27]=3)[CH2:22][CH2:23]2)=[N:6][CH:7]=1. The yield is 0.460.